Dataset: CYP2C9 inhibition data for predicting drug metabolism from PubChem BioAssay. Task: Regression/Classification. Given a drug SMILES string, predict its absorption, distribution, metabolism, or excretion properties. Task type varies by dataset: regression for continuous measurements (e.g., permeability, clearance, half-life) or binary classification for categorical outcomes (e.g., BBB penetration, CYP inhibition). Dataset: cyp2c9_veith. (1) The compound is CCCCC[C@H](O)/C=C\[C@H]1[C@H](C/C=C\CCCC(=O)O)[C@@H](O)C[C@H]1O.COC(N)(CO)CO. The result is 0 (non-inhibitor). (2) The compound is C/C(CCN1CCCc2nc(C)c(C)cc21)=N\O[C@@H](C)CN1CCCCc2nc(C)c(C)cc21. The result is 0 (non-inhibitor). (3) The drug is O=C(O)CCCc1ccc(N(CCCl)CCCl)cc1. The result is 0 (non-inhibitor).